From a dataset of Reaction yield outcomes from USPTO patents with 853,638 reactions. Predict the reaction yield, written as a fraction of the theoretical maximum amount of product (1.0 means a 100% yield; for example, 0.34 means a 34% yield). (1) The catalyst is O1CCOCC1. The product is [Cl:1][C:2]1[C:3]([C:8]2[CH:9]=[C:10]3[C:14](=[C:15]([O:17][CH2:18][CH2:19][C:20]4[CH:25]=[CH:24][CH:23]=[CH:22][N:21]=4)[CH:16]=2)[N:13]([CH2:26][O:27][CH3:28])[N:12]=[C:11]3[NH:29][C:31]2[CH:36]=[N:35][CH:34]=[CH:33][N:32]=2)=[N:4][CH:5]=[CH:6][CH:7]=1. The reactants are [Cl:1][C:2]1[C:3]([C:8]2[CH:9]=[C:10]3[C:14](=[C:15]([O:17][CH2:18][CH2:19][C:20]4[CH:25]=[CH:24][CH:23]=[CH:22][N:21]=4)[CH:16]=2)[N:13]([CH2:26][O:27][CH3:28])[N:12]=[C:11]3[NH2:29])=[N:4][CH:5]=[CH:6][CH:7]=1.Cl[C:31]1[CH:36]=[N:35][CH:34]=[CH:33][N:32]=1.C(=O)([O-])[O-].[Cs+].[Cs+].CC1(C)C2C=CC=C(P(C3C=CC=CC=3)C3C=CC=CC=3)C=2OC2C1=CC=CC=2P(C1C=CC=CC=1)C1C=CC=CC=1. The yield is 0.610. (2) The reactants are [N+:1]([C:4]1[CH:5]=[C:6]2[C:10](=[CH:11][CH:12]=1)[NH:9][C:8]([C:13]1[CH:18]=[CH:17][CH:16]=[CH:15][N:14]=1)=[CH:7]2)([O-])=O.Cl[Sn]Cl.O. The catalyst is CCO. The product is [N:14]1[CH:15]=[CH:16][CH:17]=[CH:18][C:13]=1[C:8]1[NH:9][C:10]2[C:6]([CH:7]=1)=[CH:5][C:4]([NH2:1])=[CH:12][CH:11]=2. The yield is 0.200. (3) The reactants are [N+:1]([O-:4])(O)=[O:2].[Br:5][C:6]1[CH:11]=[C:10]([F:12])[CH:9]=[CH:8][C:7]=1[N:13](C)[S:14]([CH:17]=S(=O)=O)(=[O:16])=[O:15]. The catalyst is S(=O)(=O)(O)O. The product is [Br:5][C:6]1[CH:11]=[C:10]([F:12])[C:9]([N+:1]([O-:4])=[O:2])=[CH:8][C:7]=1[N:13]([S:14]([CH3:17])(=[O:15])=[O:16])[S:14]([CH3:17])(=[O:16])=[O:15]. The yield is 0.970.